This data is from Reaction yield outcomes from USPTO patents with 853,638 reactions. The task is: Predict the reaction yield, written as a fraction of the theoretical maximum amount of product (1.0 means a 100% yield; for example, 0.34 means a 34% yield). (1) The catalyst is CC(N(C)C)=O. The yield is 0.273. The product is [Cl:33][C:28]1[CH:27]=[C:26]([NH:25][C:11]2[C:10]3[C:15](=[CH:16][C:17]([O:18][CH2:19][C:20]4([CH3:24])[CH2:23][O:22][CH2:21]4)=[C:8]([NH:7][C:5](=[O:6])/[CH:4]=[CH:3]/[CH2:2][N:50]4[CH2:49][C@H:48]5[O:43][CH2:44][CH2:45][O:46][C@H:47]5[CH2:51]4)[CH:9]=3)[N:14]=[CH:13][N:12]=2)[CH:31]=[CH:30][C:29]=1[F:32]. The reactants are Br[CH2:2]/[CH:3]=[CH:4]/[C:5]([NH:7][C:8]1[CH:9]=[C:10]2[C:15](=[CH:16][C:17]=1[O:18][CH2:19][C:20]1([CH3:24])[CH2:23][O:22][CH2:21]1)[N:14]=[CH:13][N:12]=[C:11]2[NH:25][C:26]1[CH:31]=[CH:30][C:29]([F:32])=[C:28]([Cl:33])[CH:27]=1)=[O:6].C(N(C(C)C)CC)(C)C.[O:43]1[C@H:48]2[CH2:49][NH:50][CH2:51][C@H:47]2[O:46][CH2:45][CH2:44]1.O. (2) The reactants are FC(F)(F)C(O)=O.[CH:8]([N:11]1[C:15]([C:16]2[N:25]=[C:24]3[N:18]([CH2:19][CH2:20][O:21][C:22]4[CH:29]=[C:28]([CH:30]5[CH2:35][CH2:34][NH:33][CH2:32][CH2:31]5)[CH:27]=[CH:26][C:23]=43)[CH:17]=2)=[N:14][CH:13]=[N:12]1)([CH3:10])[CH3:9].C(=O)([O-])[O-].[K+].[K+].Cl[CH2:43][C:44]([N:46]([CH3:48])[CH3:47])=[O:45]. The catalyst is C1COCC1.C(Cl)Cl. The product is [CH:8]([N:11]1[C:15]([C:16]2[N:25]=[C:24]3[C:23]4[CH:26]=[CH:27][C:28]([CH:30]5[CH2:35][CH2:34][N:33]([CH2:43][C:44]([N:46]([CH3:48])[CH3:47])=[O:45])[CH2:32][CH2:31]5)=[CH:29][C:22]=4[O:21][CH2:20][CH2:19][N:18]3[CH:17]=2)=[N:14][CH:13]=[N:12]1)([CH3:10])[CH3:9]. The yield is 0.290. (3) The reactants are [CH3:1][O:2][CH2:3][CH2:4][NH2:5].Br.[NH2:7][C:8]1[C:13]([CH2:14]Br)=[CH:12][C:11]([Br:16])=[CH:10][N:9]=1.CCN(C(C)C)C(C)C. The catalyst is C(Cl)Cl. The product is [NH2:7][C:8]1[C:13]([CH2:14][NH:5][CH2:4][CH2:3][O:2][CH3:1])=[CH:12][C:11]([Br:16])=[CH:10][N:9]=1. The yield is 0.900.